This data is from Reaction yield outcomes from USPTO patents with 853,638 reactions. The task is: Predict the reaction yield, written as a fraction of the theoretical maximum amount of product (1.0 means a 100% yield; for example, 0.34 means a 34% yield). (1) The reactants are C[O:2][C:3](=[O:25])/[C:4](/[C:12]1[CH:17]=[CH:16][C:15]([N:18]2[C:22]([CH3:23])=[N:21][N:20]=[N:19]2)=[C:14]([Cl:24])[CH:13]=1)=[CH:5]/[CH:6]1[CH2:11][CH2:10][CH2:9][CH2:8][CH2:7]1.[OH-].[Na+]. The catalyst is C(O)C. The product is [Cl:24][C:14]1[CH:13]=[C:12](/[C:4](=[CH:5]\[CH:6]2[CH2:11][CH2:10][CH2:9][CH2:8][CH2:7]2)/[C:3]([OH:25])=[O:2])[CH:17]=[CH:16][C:15]=1[N:18]1[C:22]([CH3:23])=[N:21][N:20]=[N:19]1. The yield is 0.990. (2) The reactants are O[CH:2]=[C:3]1[C:11]2[C:6](=[CH:7][C:8]([C:12]([C:14]3[CH:15]=[C:16]([NH:20][C:21]([C:23]4[N:24]([CH3:29])[N:25]=[C:26]([CH3:28])[CH:27]=4)=[O:22])[CH:17]=[CH:18][CH:19]=3)=[O:13])=[CH:9][CH:10]=2)[NH:5][C:4]1=[O:30].[F:31][CH:32]1[CH2:36][CH2:35][N:34]([CH2:37][CH2:38][CH2:39][O:40][C:41]2[CH:46]=[CH:45][C:44]([NH2:47])=[CH:43][CH:42]=2)[CH2:33]1. The catalyst is C1COCC1. The product is [F:31][CH:32]1[CH2:36][CH2:35][N:34]([CH2:37][CH2:38][CH2:39][O:40][C:41]2[CH:42]=[CH:43][C:44]([NH:47][CH:2]=[C:3]3[C:11]4[C:6](=[CH:7][C:8]([C:12]([C:14]5[CH:15]=[C:16]([NH:20][C:21]([C:23]6[N:24]([CH3:29])[N:25]=[C:26]([CH3:28])[CH:27]=6)=[O:22])[CH:17]=[CH:18][CH:19]=5)=[O:13])=[CH:9][CH:10]=4)[NH:5][C:4]3=[O:30])=[CH:45][CH:46]=2)[CH2:33]1. The yield is 0.390. (3) The reactants are [S:1]1[CH:5]=[CH:4][CH:3]=[C:2]1[CH2:6][NH:7][C:8]([C:10]1[CH:25]=[C:13]2[CH:14]=[C:15]([C:19]3[CH:24]=[CH:23][CH:22]=[CH:21][CH:20]=3)[CH:16]=[C:17](Br)[N:12]2[N:11]=1)=[O:9].[O:26]1[CH:30]=[CH:29][CH:28]=[C:27]1B(O)O.O1CCOCC1. The catalyst is [O-]P([O-])([O-])=O.[K+].[K+].[K+].CCOC(C)=O.C1C=CC([P]([Pd]([P](C2C=CC=CC=2)(C2C=CC=CC=2)C2C=CC=CC=2)([P](C2C=CC=CC=2)(C2C=CC=CC=2)C2C=CC=CC=2)[P](C2C=CC=CC=2)(C2C=CC=CC=2)C2C=CC=CC=2)(C2C=CC=CC=2)C2C=CC=CC=2)=CC=1. The product is [S:1]1[CH:5]=[CH:4][CH:3]=[C:2]1[CH2:6][NH:7][C:8]([C:10]1[CH:25]=[C:13]2[CH:14]=[C:15]([C:19]3[CH:24]=[CH:23][CH:22]=[CH:21][CH:20]=3)[CH:16]=[C:17]([C:27]3[O:26][CH:30]=[CH:29][CH:28]=3)[N:12]2[N:11]=1)=[O:9]. The yield is 0.680. (4) The reactants are Cl[C:2]1[C:11]2[C:6](=[CH:7][C:8]([O:14][CH2:15][CH2:16][CH2:17][N:18]3[CH2:23][CH2:22][CH2:21][CH2:20][CH2:19]3)=[C:9]([O:12][CH3:13])[CH:10]=2)[N:5]=[CH:4][N:3]=1.C(=O)([O-])[O-].[K+].[K+].[F:30][C:31]1[CH:32]=[N:33][C:34]2[C:39]([CH:40]=1)=[CH:38][CH:37]=[C:36]([OH:41])[CH:35]=2. The catalyst is CN(C=O)C. The product is [F:30][C:31]1[CH:32]=[N:33][C:34]2[C:39]([CH:40]=1)=[CH:38][CH:37]=[C:36]([O:41][C:2]1[C:11]3[C:6](=[CH:7][C:8]([O:14][CH2:15][CH2:16][CH2:17][N:18]4[CH2:23][CH2:22][CH2:21][CH2:20][CH2:19]4)=[C:9]([O:12][CH3:13])[CH:10]=3)[N:5]=[CH:4][N:3]=1)[CH:35]=2. The yield is 0.440. (5) The reactants are [Cl:1][C:2]1[CH:7]=[CH:6][C:5]([O:8]COC)=[CH:4][C:3]=1[C:12]1[N:17]=[C:16]([NH:18][CH:19]2[CH2:24][CH2:23][N:22](C(OC(C)(C)C)=O)[CH2:21][C:20]2([F:33])[F:32])[C:15]([CH3:34])=[C:14]([C:35]2[C:36]([CH3:41])=[N:37][O:38][C:39]=2[CH3:40])[N:13]=1.Cl. The product is [ClH:1].[Cl:1][C:2]1[CH:7]=[CH:6][C:5]([OH:8])=[CH:4][C:3]=1[C:12]1[N:17]=[C:16]([NH:18][CH:19]2[CH2:24][CH2:23][NH:22][CH2:21][C:20]2([F:32])[F:33])[C:15]([CH3:34])=[C:14]([C:35]2[C:36]([CH3:41])=[N:37][O:38][C:39]=2[CH3:40])[N:13]=1. The catalyst is CO.O1CCOCC1. The yield is 1.00.